This data is from Forward reaction prediction with 1.9M reactions from USPTO patents (1976-2016). The task is: Predict the product of the given reaction. (1) Given the reactants [N:1]1[CH:9]=[C:8]2[C:4]([N:5]=[CH:6][NH:7]2)=[N:3][CH:2]=1.F[C:11]1[CH:16]=[CH:15][C:14]([N+:17]([O-])=O)=[CH:13][CH:12]=1.[Cl:20][C:21]1[CH:26]=[CH:25][C:24]([N:27]=[C:28]=[O:29])=[CH:23][C:22]=1[C:30]([F:33])([F:32])[F:31], predict the reaction product. The product is: [Cl:20][C:21]1[CH:26]=[CH:25][C:24]([NH:27][C:28]([NH:17][C:14]2[CH:15]=[CH:16][C:11]([N:7]3[C:8]4[C:4](=[N:3][CH:2]=[N:1][CH:9]=4)[N:5]=[CH:6]3)=[CH:12][CH:13]=2)=[O:29])=[CH:23][C:22]=1[C:30]([F:31])([F:32])[F:33]. (2) Given the reactants [CH2:1]([NH:5][C:6](=[O:21])[C:7]([NH:9][C:10]1[CH:15]=[CH:14][C:13]([O:16][CH3:17])=[CH:12][C:11]=1[N+:18]([O-])=O)=[O:8])[CH2:2][CH2:3][CH3:4].CO, predict the reaction product. The product is: [NH2:18][C:11]1[CH:12]=[C:13]([O:16][CH3:17])[CH:14]=[CH:15][C:10]=1[NH:9][C:7](=[O:8])[C:6]([NH:5][CH2:1][CH2:2][CH2:3][CH3:4])=[O:21]. (3) Given the reactants [F:1][C:2]([F:20])([C:7]1[C:15]2[CH:14]=[C:13]([C:16]([O:18]C)=[O:17])[S:12][C:11]=2[CH:10]=[CH:9][CH:8]=1)[C:3]([F:6])([F:5])[F:4].O.[OH-].[Li+].O, predict the reaction product. The product is: [F:20][C:2]([F:1])([C:7]1[C:15]2[CH:14]=[C:13]([C:16]([OH:18])=[O:17])[S:12][C:11]=2[CH:10]=[CH:9][CH:8]=1)[C:3]([F:6])([F:5])[F:4]. (4) Given the reactants [N:1]1[NH:2][CH:3]=[C:4]2[CH2:10][CH2:9][N:8]([C:11]([O:13][C:14]([CH3:17])([CH3:16])[CH3:15])=[O:12])[CH2:7][CH2:6][C:5]=12.[Br:18][C:19]1[N:24]=[CH:23][C:22](B(O)O)=[CH:21][CH:20]=1.N1C=CC=CC=1, predict the reaction product. The product is: [Br:18][C:19]1[N:24]=[CH:23][C:22]([N:2]2[CH:3]=[C:4]3[C:5]([CH2:6][CH2:7][N:8]([C:11]([O:13][C:14]([CH3:17])([CH3:16])[CH3:15])=[O:12])[CH2:9][CH2:10]3)=[N:1]2)=[CH:21][CH:20]=1.